From a dataset of Full USPTO retrosynthesis dataset with 1.9M reactions from patents (1976-2016). Predict the reactants needed to synthesize the given product. (1) Given the product [OH:8][C:9]1[CH:10]=[CH:11][C:12]([C:13]2[O:14][C:15]3[C:20]([C:21](=[O:40])[CH:22]=2)=[CH:19][CH:18]=[CH:17][CH:16]=3)=[CH:41][CH:42]=1, predict the reactants needed to synthesize it. The reactants are: C([O:8][C:9]1[CH:42]=[CH:41][C:12]([C:13]2[O:14][C:15]3[C:20]([C:21](=[O:40])[C:22]=2OC(CCCCC(OCC2C=CC=CC=2)=O)=O)=[CH:19][CH:18]=[CH:17][CH:16]=3)=[CH:11][CH:10]=1)C1C=CC=CC=1.[H][H]. (2) Given the product [CH:6]([C:5]1[C:4]([CH3:13])=[CH:3][C:2]([O:1][CH:24]([CH3:25])[C:23]([O:22][CH3:21])=[O:27])=[C:9]([N+:10]([O-:12])=[O:11])[CH:8]=1)=[O:7], predict the reactants needed to synthesize it. The reactants are: [OH:1][C:2]1[C:9]([N+:10]([O-:12])=[O:11])=[CH:8][C:5]([CH:6]=[O:7])=[C:4]([CH3:13])[CH:3]=1.C1(O)C=CC=CC=1.[CH3:21][O:22][C:23](=[O:27])[CH:24](Br)[CH3:25].